From a dataset of Catalyst prediction with 721,799 reactions and 888 catalyst types from USPTO. Predict which catalyst facilitates the given reaction. (1) Reactant: [CH3:1][CH:2]([NH:4][CH2:5][C:6]1[S:10][C:9](B(O)O)=[CH:8][CH:7]=1)[CH3:3].Br[C:15]1[CH:16]=[C:17]2[C:21](=[C:22]([C:24]([NH2:26])=[O:25])[CH:23]=1)[NH:20][CH:19]=[C:18]2[CH:27]1[CH2:32][CH2:31][N:30]([S:33]([CH2:36][CH3:37])(=[O:35])=[O:34])[CH2:29][CH2:28]1.C(=O)([O-])[O-].[K+].[K+]. Product: [CH2:36]([S:33]([N:30]1[CH2:29][CH2:28][CH:27]([C:18]2[C:17]3[C:21](=[C:22]([C:24]([NH2:26])=[O:25])[CH:23]=[C:15]([C:9]4[S:10][C:6]([CH2:5][NH:4][CH:2]([CH3:3])[CH3:1])=[CH:7][CH:8]=4)[CH:16]=3)[NH:20][CH:19]=2)[CH2:32][CH2:31]1)(=[O:35])=[O:34])[CH3:37]. The catalyst class is: 73. (2) Reactant: [C:1]([O:4][C:5](=[O:7])[CH3:6])(=O)[CH3:2].C[C:9]([C:17]1[CH:26]=[CH:25][CH:24]=[C:23]2[C:18]=1[C@@H:19]1[CH2:30][C:29](=[O:31])[CH2:28][CH2:27][C@H:20]1[CH2:21][O:22]2)([CH2:11][CH2:12][CH2:13][CH2:14][CH2:15]C)C.N1C=CC=C[CH:33]=1.CN(C1C=CC=CN=1)C. Product: [C:5]([O:4][C:1]1[C:26]([C:17]([CH3:18])([CH2:9][CH2:11][CH2:12][CH2:13][CH2:14][CH3:15])[CH3:33])=[CH:25][CH:24]=[C:23]2[C:2]=1[C@@H:27]1[CH2:28][C:29](=[O:31])[CH2:30][CH2:19][C@H:20]1[CH2:21][O:22]2)(=[O:7])[CH3:6]. The catalyst class is: 2. (3) The catalyst class is: 5. Product: [C:23]([OH:26])(=[O:25])[CH3:24].[CH3:27][O:28][C:29]1[CH:45]=[CH:44][CH:43]=[CH:42][C:30]=1[CH2:31][NH:32][C:33]([NH:35][C:36]1[CH:41]=[CH:40][CH:39]=[CH:38][N:37]=1)=[NH:34]. Reactant: N1C=CC=CC=1NC(N)=S.CI.COC1C=CC=CC=1CN.[C:23]([O-:26])(=[O:25])[CH3:24].[CH3:27][O:28][C:29]1[CH:45]=[CH:44][CH:43]=[CH:42][C:30]=1[CH2:31][NH:32][C:33]([NH:35][C:36]1[CH:41]=[CH:40][CH:39]=[CH:38][N:37]=1)=[NH:34]. (4) Reactant: C(NC(C)C)(C)C.C([Li])CCC.[CH:13]1([C:18]([O:20][CH3:21])=[O:19])[CH2:17][CH2:16][CH2:15][CH2:14]1.[CH3:22][O:23][CH2:24][CH2:25]Br. Product: [CH3:22][O:23][CH2:24][CH2:25][C:13]1([C:18]([O:20][CH3:21])=[O:19])[CH2:17][CH2:16][CH2:15][CH2:14]1. The catalyst class is: 7. (5) Reactant: [Cl:1][C:2]1[CH:3]=[CH:4][C:5]2[N:6]([C:8](I)=[C:9]([C:11]3[CH:16]=[CH:15][C:14]([Cl:17])=[CH:13][CH:12]=3)[N:10]=2)[N:7]=1.O1CCCC1.C(=O)([O-])[O-].[Cs+].[Cs+].CC1(C)C(C)(C)OB([C:38]2[CH:43]=[CH:42][N:41]=[C:40]([NH:44][C:45](=[O:51])[O:46][C:47]([CH3:50])([CH3:49])[CH3:48])[CH:39]=2)O1. Product: [Cl:1][C:2]1[CH:3]=[CH:4][C:5]2[N:6]([C:8]([C:38]3[CH:43]=[CH:42][N:41]=[C:40]([NH:44][C:45](=[O:51])[O:46][C:47]([CH3:49])([CH3:48])[CH3:50])[CH:39]=3)=[C:9]([C:11]3[CH:16]=[CH:15][C:14]([Cl:17])=[CH:13][CH:12]=3)[N:10]=2)[N:7]=1. The catalyst class is: 263. (6) Reactant: [C:1]([O:5][C:6]([C:8]1[C:9]([CH3:33])=[C:10]2[C:14](=[CH:15][CH:16]=1)[C@@H:13]([NH:17][C:18]([C:20]1[N:25]3[N:26]=[CH:27][C:28]([C:29](O)=[O:30])=[C:24]3[N:23]=[C:22]([CH3:32])[CH:21]=1)=[O:19])[CH2:12][CH2:11]2)=[O:7])([CH3:4])([CH3:3])[CH3:2].C(Cl)(=O)C(Cl)=O.[Cl:40][C:41]1[CH:47]=[CH:46][CH:45]=[CH:44][C:42]=1[NH2:43].C(N(CC)CC)C. Product: [C:1]([O:5][C:6]([C:8]1[C:9]([CH3:33])=[C:10]2[C:14](=[CH:15][CH:16]=1)[C@@H:13]([NH:17][C:18]([C:20]1[N:25]3[N:26]=[CH:27][C:28]([C:29](=[O:30])[NH:43][C:42]4[CH:44]=[CH:45][CH:46]=[CH:47][C:41]=4[Cl:40])=[C:24]3[N:23]=[C:22]([CH3:32])[CH:21]=1)=[O:19])[CH2:12][CH2:11]2)=[O:7])([CH3:4])([CH3:2])[CH3:3]. The catalyst class is: 59. (7) Reactant: [OH:1][CH2:2][C:3]1[C:8]([OH:9])=[CH:7][CH:6]=[C:5]([CH3:10])[N:4]=1. Product: [OH:9][C:8]1[C:3]([CH:2]=[O:1])=[N:4][C:5]([CH3:10])=[CH:6][CH:7]=1. The catalyst class is: 485. (8) Reactant: C([NH:5][C:6]1[C:15]([N+:16]([O-:18])=[O:17])=[CH:14][C:9]([C:10]([O:12][CH3:13])=[O:11])=[C:8]([CH2:19][O:20][CH3:21])[CH:7]=1)(C)(C)C.Cl. Product: [NH2:5][C:6]1[C:15]([N+:16]([O-:18])=[O:17])=[CH:14][C:9]([C:10]([O:12][CH3:13])=[O:11])=[C:8]([CH2:19][O:20][CH3:21])[CH:7]=1. The catalyst class is: 5.